From a dataset of TCR-epitope binding with 47,182 pairs between 192 epitopes and 23,139 TCRs. Binary Classification. Given a T-cell receptor sequence (or CDR3 region) and an epitope sequence, predict whether binding occurs between them. (1) The epitope is GLCTLVAML. The TCR CDR3 sequence is CASSQAPGGEQYF. Result: 1 (the TCR binds to the epitope). (2) The epitope is HTDFSSEIIGY. The TCR CDR3 sequence is CATSRDQGDSNQPQHF. Result: 0 (the TCR does not bind to the epitope). (3) The epitope is KLWAQCVQL. The TCR CDR3 sequence is CASSTFSGHAYNEQFF. Result: 1 (the TCR binds to the epitope). (4) The epitope is YYRRATRRIR. The TCR CDR3 sequence is CASSYSGTSADTQYF. Result: 1 (the TCR binds to the epitope). (5) The epitope is FLASKIGRLV. The TCR CDR3 sequence is CASRLTGEKQETQYF. Result: 0 (the TCR does not bind to the epitope). (6) Result: 1 (the TCR binds to the epitope). The epitope is LLQTGIHVRVSQPSL. The TCR CDR3 sequence is CASTSGSFTGELFF.